From a dataset of Reaction yield outcomes from USPTO patents with 853,638 reactions. Predict the reaction yield, written as a fraction of the theoretical maximum amount of product (1.0 means a 100% yield; for example, 0.34 means a 34% yield). The reactants are C([N:8]1[CH2:12][CH:11]([C:13]2[CH:18]=[CH:17][C:16]([Cl:19])=[CH:15][CH:14]=2)[CH:10]([N:20]([CH3:35])[C:21](=[O:34])[C:22]2[CH:27]=[CH:26][C:25]([O:28][CH3:29])=[C:24]([C:30]([F:33])([F:32])[F:31])[CH:23]=2)[CH2:9]1)C1C=CC=CC=1.C(N(CC)C(C)C)(C)C.ClC(OC(Cl)C)=O. The catalyst is C1(C)C=CC=CC=1. The product is [Cl:19][C:16]1[CH:15]=[CH:14][C:13]([CH:11]2[CH2:12][NH:8][CH2:9][CH:10]2[N:20]([CH3:35])[C:21](=[O:34])[C:22]2[CH:27]=[CH:26][C:25]([O:28][CH3:29])=[C:24]([C:30]([F:31])([F:32])[F:33])[CH:23]=2)=[CH:18][CH:17]=1. The yield is 0.420.